This data is from Forward reaction prediction with 1.9M reactions from USPTO patents (1976-2016). The task is: Predict the product of the given reaction. (1) Given the reactants N1C=CN=C1.C1C=CC(P(C2C=CC=CC=2)C2C=CC=CC=2)=CC=1.[I:25]I.O[CH2:28][C:29]1[CH:34]=[CH:33][C:32]([CH3:35])=[CH:31][C:30]=1[O:36][S:37]([CH3:40])(=[O:39])=[O:38], predict the reaction product. The product is: [I:25][CH2:28][C:29]1[CH:34]=[CH:33][C:32]([CH3:35])=[CH:31][C:30]=1[O:36][S:37]([CH3:40])(=[O:39])=[O:38]. (2) Given the reactants [OH:1][CH:2]([CH2:8][C:9]([O:11][CH3:12])=[O:10])[CH2:3][C:4]([O:6][CH3:7])=[O:5].[C:13]([Si:17](Cl)([CH3:19])[CH3:18])([CH3:16])([CH3:15])[CH3:14].N1C=CN=C1.O, predict the reaction product. The product is: [CH3:12][O:11][C:9](=[O:10])[CH2:8][CH:2]([O:1][Si:17]([C:13]([CH3:16])([CH3:15])[CH3:14])([CH3:19])[CH3:18])[CH2:3][C:4]([O:6][CH3:7])=[O:5]. (3) Given the reactants S(Cl)(Cl)=O.[O:5]=[C:6]1[NH:10][CH:9]([C:11]([OH:13])=O)[CH2:8][CH2:7]1.[NH2:14][C:15]1[CH:16]=[CH:17][CH:18]=[C:19]2[C:24]=1[N:23]=[C:22]([C:25]1[CH:30]=[CH:29][CH:28]=[C:27]([C:31]([F:34])([F:33])[F:32])[CH:26]=1)[N:21]([CH3:35])[C:20]2=[O:36].C(N(CC)CC)C, predict the reaction product. The product is: [CH3:35][N:21]1[C:20](=[O:36])[C:19]2[C:24](=[C:15]([NH:14][C:11]([CH:9]3[CH2:8][CH2:7][C:6](=[O:5])[NH:10]3)=[O:13])[CH:16]=[CH:17][CH:18]=2)[N:23]=[C:22]1[C:25]1[CH:30]=[CH:29][CH:28]=[C:27]([C:31]([F:33])([F:32])[F:34])[CH:26]=1.